From a dataset of NCI-60 drug combinations with 297,098 pairs across 59 cell lines. Regression. Given two drug SMILES strings and cell line genomic features, predict the synergy score measuring deviation from expected non-interaction effect. (1) Drug 1: CN(C)N=NC1=C(NC=N1)C(=O)N. Drug 2: C1CCC(C(C1)N)N.C(=O)(C(=O)[O-])[O-].[Pt+4]. Cell line: ACHN. Synergy scores: CSS=12.4, Synergy_ZIP=-8.35, Synergy_Bliss=-8.15, Synergy_Loewe=-19.6, Synergy_HSA=-4.60. (2) Drug 1: CC1=C2C(C(=O)C3(C(CC4C(C3C(C(C2(C)C)(CC1OC(=O)C(C(C5=CC=CC=C5)NC(=O)OC(C)(C)C)O)O)OC(=O)C6=CC=CC=C6)(CO4)OC(=O)C)OC)C)OC. Drug 2: C1CCC(C(C1)N)N.C(=O)(C(=O)[O-])[O-].[Pt+4]. Cell line: EKVX. Synergy scores: CSS=37.7, Synergy_ZIP=-8.67, Synergy_Bliss=-9.80, Synergy_Loewe=-25.7, Synergy_HSA=-7.04. (3) Drug 1: CC12CCC3C(C1CCC2O)C(CC4=C3C=CC(=C4)O)CCCCCCCCCS(=O)CCCC(C(F)(F)F)(F)F. Drug 2: CC(C)(C#N)C1=CC(=CC(=C1)CN2C=NC=N2)C(C)(C)C#N. Cell line: U251. Synergy scores: CSS=-0.989, Synergy_ZIP=0.150, Synergy_Bliss=-0.944, Synergy_Loewe=-2.75, Synergy_HSA=-2.57. (4) Drug 1: CC1=C(C=C(C=C1)NC(=O)C2=CC=C(C=C2)CN3CCN(CC3)C)NC4=NC=CC(=N4)C5=CN=CC=C5. Drug 2: CN(CCCl)CCCl.Cl. Cell line: DU-145. Synergy scores: CSS=32.7, Synergy_ZIP=-6.87, Synergy_Bliss=-7.18, Synergy_Loewe=-7.14, Synergy_HSA=-5.87. (5) Drug 1: CCC1=CC2CC(C3=C(CN(C2)C1)C4=CC=CC=C4N3)(C5=C(C=C6C(=C5)C78CCN9C7C(C=CC9)(C(C(C8N6C)(C(=O)OC)O)OC(=O)C)CC)OC)C(=O)OC.C(C(C(=O)O)O)(C(=O)O)O. Drug 2: CC1C(C(=O)NC(C(=O)N2CCCC2C(=O)N(CC(=O)N(C(C(=O)O1)C(C)C)C)C)C(C)C)NC(=O)C3=C4C(=C(C=C3)C)OC5=C(C(=O)C(=C(C5=N4)C(=O)NC6C(OC(=O)C(N(C(=O)CN(C(=O)C7CCCN7C(=O)C(NC6=O)C(C)C)C)C)C(C)C)C)N)C. Cell line: ACHN. Synergy scores: CSS=27.6, Synergy_ZIP=3.09, Synergy_Bliss=9.39, Synergy_Loewe=10.5, Synergy_HSA=9.95. (6) Drug 1: CC12CCC3C(C1CCC2O)C(CC4=C3C=CC(=C4)O)CCCCCCCCCS(=O)CCCC(C(F)(F)F)(F)F. Drug 2: CS(=O)(=O)OCCCCOS(=O)(=O)C. Cell line: EKVX. Synergy scores: CSS=1.54, Synergy_ZIP=-1.35, Synergy_Bliss=-3.05, Synergy_Loewe=-9.89, Synergy_HSA=-5.63. (7) Drug 1: CC12CCC3C(C1CCC2=O)CC(=C)C4=CC(=O)C=CC34C. Drug 2: C1CCC(CC1)NC(=O)N(CCCl)N=O. Cell line: SF-539. Synergy scores: CSS=53.1, Synergy_ZIP=-3.19, Synergy_Bliss=0.848, Synergy_Loewe=-9.42, Synergy_HSA=1.87.